This data is from Full USPTO retrosynthesis dataset with 1.9M reactions from patents (1976-2016). The task is: Predict the reactants needed to synthesize the given product. (1) Given the product [C:18]([C:9]1[CH:8]=[C:7]2[C:12]3=[C:11]([CH2:1][CH2:2][N:3]3[C:4](=[O:13])[CH2:5][CH2:6]2)[CH:10]=1)(=[O:20])[CH3:19], predict the reactants needed to synthesize it. The reactants are: [CH2:1]1[C:11]2=[C:12]3[C:7](=[CH:8][CH:9]=[CH:10]2)[CH2:6][CH2:5][C:4](=[O:13])[N:3]3[CH2:2]1.[Al+3].[Cl-].[Cl-].[Cl-].[C:18](Cl)(=[O:20])[CH3:19]. (2) Given the product [Cl:1][C:2]1[C:3]2[N:4]([C:26]([CH2:27][C:28]([F:30])([F:31])[F:29])=[N:25][N:24]=2)[N:5]=[CH:6][C:7]=1[N:8]1[CH2:13][CH2:12][CH:11]([C:14]2[CH:19]=[CH:18][C:17]([O:20][CH3:21])=[CH:16][C:15]=2[O:22][CH3:23])[CH2:10][CH2:9]1, predict the reactants needed to synthesize it. The reactants are: [Cl:1][C:2]1[C:7]([N:8]2[CH2:13][CH2:12][CH:11]([C:14]3[CH:19]=[CH:18][C:17]([O:20][CH3:21])=[CH:16][C:15]=3[O:22][CH3:23])[CH2:10][CH2:9]2)=[CH:6][N:5]=[N:4][C:3]=1[NH:24][NH:25][C:26](=O)[CH2:27][C:28]([F:31])([F:30])[F:29].P(Cl)(Cl)(Cl)=O. (3) Given the product [C:41]([CH:38]1[CH2:39][CH2:40][N:35]([C:25]([N:14]2[CH2:15][CH:16]([C:17]3[CH:22]=[CH:21][C:20]([Cl:23])=[C:19]([Cl:24])[CH:18]=3)[CH:12]([CH:10]([O:9][C:6]3[CH:5]=[CH:4][C:3]([C:1]#[N:2])=[CH:8][N:7]=3)[CH3:11])[CH2:13]2)=[O:26])[CH2:36][CH2:37]1)#[N:42], predict the reactants needed to synthesize it. The reactants are: [C:1]([C:3]1[CH:4]=[CH:5][C:6]([O:9][CH:10]([CH:12]2[CH:16]([C:17]3[CH:22]=[CH:21][C:20]([Cl:23])=[C:19]([Cl:24])[CH:18]=3)[CH2:15][N:14]([C:25](Cl)=[O:26])[CH2:13]2)[CH3:11])=[N:7][CH:8]=1)#[N:2].CCN(CC)CC.[NH:35]1[CH2:40][CH2:39][CH:38]([C:41]#[N:42])[CH2:37][CH2:36]1.